From a dataset of Forward reaction prediction with 1.9M reactions from USPTO patents (1976-2016). Predict the product of the given reaction. The product is: [C:33]([O:32][C:30]([NH:29][C:23]1([C:26](=[O:27])[NH:1][C@H:2]([C:6]2[CH:7]=[CH:8][C:9]([Cl:12])=[CH:10][CH:11]=2)[CH2:3][CH2:4][OH:5])[CH2:22][CH2:21][N:20]([C:18]([O:17][C:13]([CH3:16])([CH3:15])[CH3:14])=[O:19])[CH2:25][CH2:24]1)=[O:31])([CH3:36])([CH3:35])[CH3:34]. Given the reactants [NH2:1][C@H:2]([C:6]1[CH:11]=[CH:10][C:9]([Cl:12])=[CH:8][CH:7]=1)[CH2:3][CH2:4][OH:5].[C:13]([O:17][C:18]([N:20]1[CH2:25][CH2:24][C:23]([NH:29][C:30]([O:32][C:33]([CH3:36])([CH3:35])[CH3:34])=[O:31])([C:26](O)=[O:27])[CH2:22][CH2:21]1)=[O:19])([CH3:16])([CH3:15])[CH3:14].CCN(C(C)C)C(C)C.F[P-](F)(F)(F)(F)F.N1(OC(N(C)C)=[N+](C)C)C2N=CC=CC=2N=N1, predict the reaction product.